Dataset: Full USPTO retrosynthesis dataset with 1.9M reactions from patents (1976-2016). Task: Predict the reactants needed to synthesize the given product. Given the product [C@@H:1]1([O:12][C:13]2[C:17]([CH2:18][C:19]3[CH:20]=[CH:21][C:22]([CH:25]4[CH2:27][CH2:26]4)=[CH:23][CH:24]=3)=[C:16]([CH3:28])[N:15]([CH2:36][CH2:35][OH:37])[N:14]=2)[O:9][C@H:8]([CH2:10][OH:11])[C@@H:6]([OH:7])[C@H:4]([OH:5])[C@H:2]1[OH:3], predict the reactants needed to synthesize it. The reactants are: [C@@H:1]1([O:12][C:13]2[C:17]([CH2:18][C:19]3[CH:24]=[CH:23][C:22]([CH:25]4[CH2:27][CH2:26]4)=[CH:21][CH:20]=3)=[C:16]([CH3:28])[NH:15][N:14]=2)[O:9][C@H:8]([CH2:10][OH:11])[C@@H:6]([OH:7])[C@H:4]([OH:5])[C@H:2]1[OH:3].C(=O)([O-])[O-].[Cs+].[Cs+].[C:35](OCCBr)(=[O:37])[CH3:36].[OH-].[Na+].